From a dataset of Reaction yield outcomes from USPTO patents with 853,638 reactions. Predict the reaction yield, written as a fraction of the theoretical maximum amount of product (1.0 means a 100% yield; for example, 0.34 means a 34% yield). (1) The reactants are [N:1]1[CH:6]=[CH:5][CH:4]=[C:3]([C:7]2[CH:13]=[CH:12][C:10]([NH2:11])=[CH:9][CH:8]=2)[CH:2]=1.Cl.N([O-])=O.[Na+:18].S([NH2:23])(=O)(=O)O.[NH2:24][C:25]1[C:34]2[C:29](=[CH:30][CH:31]=[CH:32][CH:33]=2)[C:28]([S:35]([OH:38])(=[O:37])=[O:36])=[CH:27][CH:26]=1.[OH-].[Na+].[Cl-].[Na+]. The catalyst is O. The product is [Na+:18].[NH2:24][C:25]1[C:34]2[C:29](=[CH:30][CH:31]=[CH:32][CH:33]=2)[C:28]([S:35]([O-:38])(=[O:36])=[O:37])=[CH:27][C:26]=1[N:23]=[N:11][C:10]1[CH:12]=[CH:13][C:7]([C:3]2[CH:2]=[N:1][CH:6]=[CH:5][CH:4]=2)=[CH:8][CH:9]=1. The yield is 0.704. (2) The reactants are [CH:1]([C:4]1[CH:9]=[CH:8][C:7]([CH:10]2[C:14]3[C:15]([CH3:23])=[C:16]([NH:20][CH:21]=[O:22])[C:17]([CH3:19])=[CH:18][C:13]=3[O:12][CH2:11]2)=[CH:6][CH:5]=1)([CH3:3])[CH3:2].CCCCCC.[C:30](OCC)(=[O:32])C. No catalyst specified. The product is [CH:30]([C:18]1[C:13]2[O:12][CH2:11][CH:10]([C:7]3[CH:6]=[CH:5][C:4]([CH:1]([CH3:3])[CH3:2])=[CH:9][CH:8]=3)[C:14]=2[C:15]([CH3:23])=[C:16]([NH:20][CH:21]=[O:22])[C:17]=1[CH3:19])=[O:32]. The yield is 0.920.